From a dataset of Full USPTO retrosynthesis dataset with 1.9M reactions from patents (1976-2016). Predict the reactants needed to synthesize the given product. (1) Given the product [CH2:12]([S:11][C:7]([O:8][CH2:9][O:4][C:1](=[O:5])[CH2:2][CH3:3])=[O:14])[CH3:13], predict the reactants needed to synthesize it. The reactants are: [C:1]([OH:5])(=[O:4])[CH2:2][CH3:3].O.[C:7](=[O:14])([S:11][CH2:12][CH3:13])[O:8][CH2:9]I. (2) The reactants are: [C:1]([O:5][C:6]([N:8]1[CH2:13][CH:12]2[CH:10]([CH2:11]2)[CH:9]1[C:14](=[O:55])[NH:15][C@:16]1([C:21]([NH:23][S:24]([C:27]2[CH:32]=[CH:31][CH:30]=[CH:29][C:28]=2[NH:33][CH2:34][CH2:35][CH2:36][CH2:37][CH2:38][CH2:39][CH2:40][C@H:41]([NH:46][C:47]([O:49][CH:50]2[CH2:54][CH2:53][CH2:52][CH2:51]2)=[O:48])[C:42]([O:44]C)=[O:43])(=[O:26])=[O:25])=[O:22])[CH2:18][C@H:17]1[CH:19]=[CH2:20])=[O:7])([CH3:4])([CH3:3])[CH3:2].[Li+].[OH-]. Given the product [C:1]([O:5][C:6]([N:8]1[CH2:13][CH:12]2[CH:10]([CH2:11]2)[CH:9]1[C:14](=[O:55])[NH:15][C@:16]1([C:21]([NH:23][S:24]([C:27]2[CH:32]=[CH:31][CH:30]=[CH:29][C:28]=2[NH:33][CH2:34][CH2:35][CH2:36][CH2:37][CH2:38][CH2:39][CH2:40][C@@H:41]([C:42]([OH:44])=[O:43])[NH:46][C:47]([O:49][CH:50]2[CH2:51][CH2:52][CH2:53][CH2:54]2)=[O:48])(=[O:25])=[O:26])=[O:22])[CH2:18][C@H:17]1[CH:19]=[CH2:20])=[O:7])([CH3:2])([CH3:3])[CH3:4], predict the reactants needed to synthesize it.